Dataset: Forward reaction prediction with 1.9M reactions from USPTO patents (1976-2016). Task: Predict the product of the given reaction. (1) Given the reactants [Cl:1][C:2]1[CH:12]=[N:11][C:5]2[S:6][CH2:7][C:8](=O)[NH:9][C:4]=2[CH:3]=1.B.C1COCC1.Cl.[OH-].[Na+], predict the reaction product. The product is: [Cl:1][C:2]1[CH:12]=[N:11][C:5]2[S:6][CH2:7][CH2:8][NH:9][C:4]=2[CH:3]=1. (2) Given the reactants [CH3:1][C@H:2]1[CH2:7][O:6][CH2:5][CH2:4][N:3]1[C:8]1[CH:13]=[C:12]([N:14]2[CH2:19][CH2:18][O:17][CH2:16][C@@H:15]2[CH3:20])[N:11]=[C:10]([NH2:21])[N:9]=1.[CH3:22][O:23][C:24]1[CH:32]=[CH:31][C:27]([C:28](Cl)=[O:29])=[CH:26][CH:25]=1, predict the reaction product. The product is: [CH3:1][C@H:2]1[CH2:7][O:6][CH2:5][CH2:4][N:3]1[C:8]1[CH:13]=[C:12]([N:14]2[CH2:19][CH2:18][O:17][CH2:16][C@@H:15]2[CH3:20])[N:11]=[C:10]([NH:21][C:28](=[O:29])[C:27]2[CH:31]=[CH:32][C:24]([O:23][CH3:22])=[CH:25][CH:26]=2)[N:9]=1. (3) Given the reactants Cl[C:2]1[CH:7]=[N:6][CH:5]=[C:4]([Cl:8])[N:3]=1.Cl.[C:10]([O:14][C:15](=[O:19])[C@@H:16]([CH3:18])[NH2:17])([CH3:13])([CH3:12])[CH3:11].CS(C)=O.CCN(C(C)C)C(C)C, predict the reaction product. The product is: [Cl:8][C:4]1[N:3]=[C:2]([NH:17][C@H:16]([CH3:18])[C:15]([O:14][C:10]([CH3:13])([CH3:12])[CH3:11])=[O:19])[CH:7]=[N:6][CH:5]=1. (4) Given the reactants [C:1]1([C:7]2[O:11][CH:10]=[N:9][C:8]=2[C:12]([OH:14])=O)[CH:6]=[CH:5][CH:4]=[CH:3][CH:2]=1.[NH:15]1[CH2:19][CH2:18][CH2:17][CH:16]1[CH2:20][C:21]1[CH:22]=[N:23][CH:24]=[CH:25][CH:26]=1.F[B-](F)(F)F.N1(OC(N(C)C)=[N+](C)C)C2C=CC=CC=2N=N1.C(N(C(C)C)CC)(C)C, predict the reaction product. The product is: [C:1]1([C:7]2[O:11][CH:10]=[N:9][C:8]=2[C:12]([N:15]2[CH2:19][CH2:18][CH2:17][CH:16]2[CH2:20][C:21]2[CH:22]=[N:23][CH:24]=[CH:25][CH:26]=2)=[O:14])[CH:2]=[CH:3][CH:4]=[CH:5][CH:6]=1. (5) Given the reactants [CH2:1]([O:3][C:4]1[CH:5]=[C:6]([CH:19]=[CH:20][C:21]=1[O:22][CH2:23][C:24]1[CH:25]=[N:26][C:27]([O:30][CH3:31])=[CH:28][CH:29]=1)[CH2:7][NH:8][C:9]1[C:14]([N+:15]([O-])=O)=[CH:13][C:12]([I:18])=[CH:11][N:10]=1)[CH3:2], predict the reaction product. The product is: [CH2:1]([O:3][C:4]1[CH:5]=[C:6]([CH:19]=[CH:20][C:21]=1[O:22][CH2:23][C:24]1[CH:25]=[N:26][C:27]([O:30][CH3:31])=[CH:28][CH:29]=1)[CH2:7][NH:8][C:9]1[C:14]([NH2:15])=[CH:13][C:12]([I:18])=[CH:11][N:10]=1)[CH3:2]. (6) Given the reactants [CH2:1]([N:3]1[C:15]2[CH:14]=[CH:13][C:12]([C:16]3[N:20]([CH2:21][CH2:22][O:23][CH3:24])[C:19]4[CH:25]=[CH:26][C:27]([C:29]([OH:31])=O)=[CH:28][C:18]=4[N:17]=3)=[CH:11][C:10]=2[C:9]2[C:4]1=[CH:5][CH:6]=[CH:7][CH:8]=2)[CH3:2].S(Cl)(Cl)=O.[H-].[Na+].[CH3:38][S:39]([NH2:42])(=[O:41])=[O:40].Cl, predict the reaction product. The product is: [CH2:1]([N:3]1[C:15]2[CH:14]=[CH:13][C:12]([C:16]3[N:20]([CH2:21][CH2:22][O:23][CH3:24])[C:19]4[CH:25]=[CH:26][C:27]([C:29]([NH:42][S:39]([CH3:38])(=[O:41])=[O:40])=[O:31])=[CH:28][C:18]=4[N:17]=3)=[CH:11][C:10]=2[C:9]2[C:4]1=[CH:5][CH:6]=[CH:7][CH:8]=2)[CH3:2]. (7) The product is: [ClH:1].[Cl:1][C:2]1[CH:3]=[C:4]2[C:9](=[C:10]([Cl:12])[CH:11]=1)[CH2:8][N:7]([CH3:13])[CH2:6][CH:5]2[C:14]1[CH:19]=[CH:18][C:17]([NH:20][S:22]([CH2:25][CH3:26])(=[O:24])=[O:23])=[CH:16][CH:15]=1. Given the reactants [Cl:1][C:2]1[CH:3]=[C:4]2[C:9](=[C:10]([Cl:12])[CH:11]=1)[CH2:8][N:7]([CH3:13])[CH2:6][CH:5]2[C:14]1[CH:19]=[CH:18][C:17]([NH2:20])=[CH:16][CH:15]=1.C[S:22]([C:25]1C=CC(CNC)=C[CH:26]=1)(=[O:24])=[O:23].C(S(Cl)(=O)=O)C, predict the reaction product.